Dataset: Forward reaction prediction with 1.9M reactions from USPTO patents (1976-2016). Task: Predict the product of the given reaction. (1) Given the reactants [OH:1][C:2]1[C:10]([N+:11]([O-])=O)=[CH:9][CH:8]=[CH:7][C:3]=1[C:4]([OH:6])=[O:5].Cl, predict the reaction product. The product is: [NH2:11][CH:10]1[CH2:9][CH2:8][CH2:7][CH:3]([C:4]([OH:6])=[O:5])[CH:2]1[OH:1]. (2) Given the reactants C(O[C:5](=[O:7])[CH3:6])(=O)C.[Br:8][C:9]1[C:18]([CH3:19])=[CH:17][C:12]([C:13]([NH:15]O)=[NH:14])=[CH:11][C:10]=1[CH3:20], predict the reaction product. The product is: [Br:8][C:9]1[C:18]([CH3:19])=[CH:17][C:12]([C:13]2[N:14]=[C:5]([CH3:6])[O:7][N:15]=2)=[CH:11][C:10]=1[CH3:20]. (3) The product is: [C:27]([O:30][C:31]1[CH:40]=[C:39]([CH2:41][Br:8])[C:38]([Br:42])=[CH:37][C:32]=1[C:33]([O:35][CH3:36])=[O:34])(=[O:29])[CH3:28]. Given the reactants C1C(=O)N([Br:8])C(=O)C1.C(OOC(=O)C1C=CC=CC=1)(=O)C1C=CC=CC=1.[C:27]([O:30][C:31]1[CH:40]=[C:39]([CH3:41])[C:38]([Br:42])=[CH:37][C:32]=1[C:33]([O:35][CH3:36])=[O:34])(=[O:29])[CH3:28], predict the reaction product. (4) Given the reactants Cl[C:2]1[C:3]([C:12]([F:15])([F:14])[F:13])=[CH:4][C:5]([N+:9]([O-:11])=[O:10])=[C:6]([NH2:8])[CH:7]=1.[OH-].[K+].[CH3:18][CH2:19][OH:20], predict the reaction product. The product is: [CH2:19]([O:20][C:2]1[C:3]([C:12]([F:15])([F:14])[F:13])=[CH:4][C:5]([N+:9]([O-:11])=[O:10])=[C:6]([NH2:8])[CH:7]=1)[CH3:18]. (5) Given the reactants Br[C:2]1[CH:3]=[C:4]([C:12]([O:14][CH3:15])=[O:13])[CH:5]=[C:6]([CH:11]=1)[C:7]([O:9][CH3:10])=[O:8].B(O)(O)[C:17]1[CH:18]=[CH:19][C:20]([CH3:23])=[CH:21][CH:22]=1.C1(C)C=CC=CC=1.C(=O)([O-])[O-].[Cs+].[Cs+], predict the reaction product. The product is: [CH3:23][C:20]1[CH:21]=[CH:22][C:17]([C:2]2[CH:3]=[C:4]([C:12]([O:14][CH3:15])=[O:13])[CH:5]=[C:6]([C:7]([O:9][CH3:10])=[O:8])[CH:11]=2)=[CH:18][CH:19]=1. (6) Given the reactants Br[C:2]1[CH:3]=[N:4][CH:5]=[C:6]([CH:16]=1)[C:7]([CH:9]1[CH2:13][CH2:12][N:11]([CH3:14])[C:10]1=[O:15])=[O:8].[C:17]([C:20]1[S:24][C:23](B(O)O)=[CH:22][CH:21]=1)(=[O:19])[CH3:18].C(Cl)Cl.C([O-])([O-])=O.[Na+].[Na+], predict the reaction product. The product is: [C:17]([C:20]1[S:24][C:23]([C:2]2[CH:3]=[N:4][CH:5]=[C:6]([CH:16]=2)[C:7]([CH:9]2[CH2:13][CH2:12][N:11]([CH3:14])[C:10]2=[O:15])=[O:8])=[CH:22][CH:21]=1)(=[O:19])[CH3:18].